From a dataset of Catalyst prediction with 721,799 reactions and 888 catalyst types from USPTO. Predict which catalyst facilitates the given reaction. (1) Reactant: CO[C:3]1[S:4][C:5]([C:9]2[CH:14]=[CH:13][N:12]=[C:11]([NH:15][C:16]3[CH:21]=[CH:20][CH:19]=[C:18]([N+:22]([O-:24])=[O:23])[CH:17]=3)[N:10]=2)=[C:6]([CH3:8])[N:7]=1.O=S(Cl)[Cl:27]. Product: [Cl:27][C:3]1[S:4][C:5]([C:9]2[CH:14]=[CH:13][N:12]=[C:11]([NH:15][C:16]3[CH:21]=[CH:20][CH:19]=[C:18]([N+:22]([O-:24])=[O:23])[CH:17]=3)[N:10]=2)=[C:6]([CH3:8])[N:7]=1. The catalyst class is: 794. (2) The catalyst class is: 18. Product: [NH2:1][C:2]1[C:3]([F:16])=[C:4]([NH:9][S:10]([N:23]2[CH2:27][CH2:26][CH2:25][CH2:24]2)(=[O:11])=[O:12])[CH:5]=[CH:6][C:7]=1[F:8]. Reactant: [NH2:1][C:2]1[C:3]([F:16])=[C:4]([NH:9][S:10](CCC)(=[O:12])=[O:11])[CH:5]=[CH:6][C:7]=1[F:8].C(=O)([O-])[O-].[K+].[K+].[N:23]1(S(Cl)(=O)=O)[CH2:27][CH2:26][CH2:25][CH2:24]1.[OH-].[Na+].Cl. (3) Reactant: [CH3:1][C:2]1[C:11]2[CH2:12][CH2:13][N:14]([CH2:15][CH2:16][C:17]3[CH:22]=[CH:21][CH:20]=[CH:19][CH:18]=3)[C:10]=2[C:9]2[CH:8]=[C:7]([C:23]([O:25]C)=[O:24])[CH:6]=[CH:5][C:4]=2[N:3]=1.[OH-].[Na+]. Product: [CH3:1][C:2]1[C:11]2[CH2:12][CH2:13][N:14]([CH2:15][CH2:16][C:17]3[CH:18]=[CH:19][CH:20]=[CH:21][CH:22]=3)[C:10]=2[C:9]2[CH:8]=[C:7]([C:23]([OH:25])=[O:24])[CH:6]=[CH:5][C:4]=2[N:3]=1. The catalyst class is: 24. (4) Reactant: [OH:1][C:2]1([C:20]2[CH:25]=[CH:24][C:23]([CH:26]([CH3:28])[CH3:27])=[CH:22][C:21]=2[O:29][CH3:30])[C:10](=[O:11])[C:9]2[C:4](=[C:5]([N+:16]([O-])=O)[CH:6]=[CH:7][C:8]=2[NH:12][C:13](=[O:15])[CH3:14])[C:3]1=[O:19].Cl.O. Product: [NH2:16][C:5]1[CH:6]=[CH:7][C:8]([NH:12][C:13](=[O:15])[CH3:14])=[C:9]2[C:4]=1[C:3](=[O:19])[C:2]([OH:1])([C:20]1[CH:25]=[CH:24][C:23]([CH:26]([CH3:27])[CH3:28])=[CH:22][C:21]=1[O:29][CH3:30])[C:10]2=[O:11]. The catalyst class is: 186.